From a dataset of Full USPTO retrosynthesis dataset with 1.9M reactions from patents (1976-2016). Predict the reactants needed to synthesize the given product. (1) Given the product [Cl:48][C:45]1[CH:46]=[N:47][C:12]([N:10]2[CH2:9][C:8]([C:4]3[CH:5]=[CH:6][CH:7]=[C:2]([F:1])[CH:3]=3)([OH:19])[CH2:11]2)=[C:39]([CH:44]=1)[C:40]([O:42][CH3:43])=[O:41], predict the reactants needed to synthesize it. The reactants are: [F:1][C:2]1[CH:3]=[C:4]([C:8]2([OH:19])[CH2:11][N:10]([C:12](OC(C)(C)C)=O)[CH2:9]2)[CH:5]=[CH:6][CH:7]=1.FC(F)(F)C(O)=O.ClCCl.C(N(CC)CC)C.ClC1[N:47]=[CH:46][C:45]([Cl:48])=[CH:44][C:39]=1[C:40]([O:42][CH3:43])=[O:41]. (2) Given the product [C:64]([O:50][CH:45]1[CH2:44][CH2:43][CH:42]([CH:41]=[C:40]([CH:24]2[CH:25]([CH3:39])[CH:26]([OH:38])[CH2:27][C:28](=[O:29])[CH:30]([CH2:35][CH:36]=[CH2:37])[CH:31]=[C:32]([CH3:34])[CH2:33][CH:2]([CH3:1])[CH2:3][CH:4]([O:56][CH3:57])[CH:5]3[O:10][C:9]([OH:52])([CH:8]([CH3:53])[CH2:7][CH:6]3[O:54][CH3:55])[C:11](=[O:12])[C:13](=[O:14])[N:15]3[CH:20]([CH2:19][CH2:18][CH2:17][CH2:16]3)[C:21](=[O:22])[O:23]2)[CH3:51])[CH2:47][CH:46]1[O:48][CH3:49])(=[O:66])[CH3:65], predict the reactants needed to synthesize it. The reactants are: [CH3:1][C@H:2]1[CH2:33][C:32]([CH3:34])=[CH:31][C@@H:30]([CH2:35][CH:36]=[CH2:37])[C:28](=[O:29])[CH2:27][C@H:26]([OH:38])[C@@H:25]([CH3:39])[C@@H:24](/[C:40](/[CH3:51])=[CH:41]/[C@H:42]2[CH2:47][C@@H:46]([O:48][CH3:49])[C@H:45]([OH:50])[CH2:44][CH2:43]2)[O:23][C:21](=[O:22])[C@H:20]2[N:15]([CH2:16][CH2:17][CH2:18][CH2:19]2)[C:13](=[O:14])[C:11](=[O:12])[C@:9]2([OH:52])[O:10][C@@H:5]([C@@H:6]([O:54][CH3:55])[CH2:7][C@H:8]2[CH3:53])[C@@H:4]([O:56][CH3:57])[CH2:3]1.N1C=CC=CC=1.[C:64](OC(=O)C)(=[O:66])[CH3:65]. (3) Given the product [CH2:43]([N:49]([CH3:50])[C:21]([C:17]1[CH:16]=[C:15]([C:12]2[CH:11]=[CH:10][C:9]([CH:8]=[C:4]3[S:3][C:2](=[O:1])[NH:6][C:5]3=[O:7])=[CH:14][CH:13]=2)[CH:20]=[CH:19][CH:18]=1)=[O:22])[C:28]1[CH:33]=[CH:32][CH:31]=[CH:30][CH:29]=1, predict the reactants needed to synthesize it. The reactants are: [O:1]=[C:2]1[NH:6][C:5](=[O:7])[C:4](=[CH:8][C:9]2[CH:14]=[CH:13][C:12]([C:15]3[CH:20]=[CH:19][CH:18]=[C:17]([C:21](O)=[O:22])[CH:16]=3)=[CH:11][CH:10]=2)[S:3]1.ON1[C:29]2[CH:30]=[CH:31][CH:32]=[CH:33][C:28]=2N=N1.C(CN)C1C=CC=CC=1.[CH:43]1([N:49]=[C:50]=NC2CCCCC2)CCCCC1. (4) Given the product [O:6]1[CH:5]=[CH:4][CH:3]=[C:2]1[CH2:1][O:7][CH2:11][CH2:12][CH2:13][CH2:14][CH2:15][CH2:16][CH2:17][CH2:18][CH2:19][CH2:20][CH2:21][O:22][CH:23]1[CH2:28][CH2:27][CH2:26][CH2:25][O:24]1, predict the reactants needed to synthesize it. The reactants are: [CH2:1]([OH:7])[C:2]1[O:6][CH:5]=[CH:4][CH:3]=1.[H-].[Na+].Br[CH2:11][CH2:12][CH2:13][CH2:14][CH2:15][CH2:16][CH2:17][CH2:18][CH2:19][CH2:20][CH2:21][O:22][CH:23]1[CH2:28][CH2:27][CH2:26][CH2:25][O:24]1. (5) The reactants are: C([O-])([O-])=O.[K+].[K+].[Br:7][C:8]1[CH:9]=[C:10]([C:14](=[O:20])[CH2:15][CH2:16][CH2:17][CH2:18]Cl)[CH:11]=[CH:12][CH:13]=1.[CH3:21][CH:22]([CH3:38])[C:23]([NH:25][C:26]1[CH:31]=[CH:30][CH:29]=[C:28]([CH:32]2[CH2:37][CH2:36][NH:35][CH2:34][CH2:33]2)[CH:27]=1)=[O:24]. Given the product [Br:7][C:8]1[CH:9]=[C:10]([C:14](=[O:20])[CH2:15][CH2:16][CH2:17][CH2:18][N:35]2[CH2:36][CH2:37][CH:32]([C:28]3[CH:27]=[C:26]([NH:25][C:23](=[O:24])[CH:22]([CH3:21])[CH3:38])[CH:31]=[CH:30][CH:29]=3)[CH2:33][CH2:34]2)[CH:11]=[CH:12][CH:13]=1, predict the reactants needed to synthesize it. (6) Given the product [CH2:14]([NH:15][C:3]1([CH2:5][C:6]#[N:7])[CH2:4][O:1][CH2:2]1)[C:8]1[CH:13]=[CH:12][CH:11]=[CH:10][CH:9]=1, predict the reactants needed to synthesize it. The reactants are: [O:1]1[CH2:4][C:3](=[CH:5][C:6]#[N:7])[CH2:2]1.[C:8]1([CH2:14][NH2:15])[CH:13]=[CH:12][CH:11]=[CH:10][CH:9]=1. (7) Given the product [Cl:24][CH2:25][C@@H:26]([C:28]1[CH:29]=[N:30][CH:31]=[CH:32][CH:33]=1)[OH:27], predict the reactants needed to synthesize it. The reactants are: B(Cl)([C@H]1[C@H](C)[C@@H]2C(C)(C)[C@@H](C2)C1)[C@H]1[C@H](C)[C@@H]2C(C)(C)[C@@H](C2)C1.Cl.[Cl:24][CH2:25][C:26]([C:28]1[CH:29]=[N:30][CH:31]=[CH:32][CH:33]=1)=[O:27].C(N(CC)CC)C.O.